Dataset: Peptide-MHC class I binding affinity with 185,985 pairs from IEDB/IMGT. Task: Regression. Given a peptide amino acid sequence and an MHC pseudo amino acid sequence, predict their binding affinity value. This is MHC class I binding data. (1) The peptide sequence is IPISGRITA. The MHC is HLA-B15:01 with pseudo-sequence HLA-B15:01. The binding affinity (normalized) is 0.0847. (2) The peptide sequence is KSRENSTLI. The MHC is HLA-B08:01 with pseudo-sequence HLA-B08:01. The binding affinity (normalized) is 0.0847. (3) The peptide sequence is SSCSSCPLSKI. The MHC is HLA-B54:01 with pseudo-sequence HLA-B54:01. The binding affinity (normalized) is 0.